This data is from Reaction yield outcomes from USPTO patents with 853,638 reactions. The task is: Predict the reaction yield, written as a fraction of the theoretical maximum amount of product (1.0 means a 100% yield; for example, 0.34 means a 34% yield). The reactants are Cl[C:2]1[C:19]([N+:20]([O-:22])=[O:21])=[CH:18][C:17]([N+:23]([O-:25])=[O:24])=[CH:16][C:3]=1[C:4]([NH:6][CH2:7][CH2:8][O:9][CH:10]1[CH2:15][CH2:14][CH2:13][CH2:12][O:11]1)=[O:5].[CH3:26][CH:27]([OH:34])[CH2:28][NH:29][CH2:30][CH:31]([OH:33])[CH3:32]. No catalyst specified. The product is [OH:34][CH:27]([CH3:26])[CH2:28][N:29]([CH2:30][CH:31]([OH:33])[CH3:32])[C:2]1[C:19]([N+:20]([O-:22])=[O:21])=[CH:18][C:17]([N+:23]([O-:25])=[O:24])=[CH:16][C:3]=1[C:4]([NH:6][CH2:7][CH2:8][O:9][CH:10]1[CH2:15][CH2:14][CH2:13][CH2:12][O:11]1)=[O:5]. The yield is 1.00.